This data is from Forward reaction prediction with 1.9M reactions from USPTO patents (1976-2016). The task is: Predict the product of the given reaction. Given the reactants CS(C)=O.C(Cl)(=O)C(Cl)=O.[C:11]([N:18]1[CH2:23][CH2:22][CH:21]([CH2:24][OH:25])[CH2:20][CH2:19]1)([O:13][C:14]([CH3:17])([CH3:16])[CH3:15])=[O:12].C(N(CC)CC)C, predict the reaction product. The product is: [C:11]([N:18]1[CH2:23][CH2:22][CH:21]([CH:24]=[O:25])[CH2:20][CH2:19]1)([O:13][C:14]([CH3:17])([CH3:16])[CH3:15])=[O:12].